This data is from Experimentally validated miRNA-target interactions with 360,000+ pairs, plus equal number of negative samples. The task is: Binary Classification. Given a miRNA mature sequence and a target amino acid sequence, predict their likelihood of interaction. (1) The miRNA is hsa-miR-6787-5p with sequence UGGCGGGGGUAGAGCUGGCUGC. The protein sequence of the target gene is MGDAGSERSKAPSLPPRCPCGFWGSSKTMNLCSKCFADFQKKQPDDDSAPSTSNSQSDLFSEETTSDNNNTSITTPTLSPSQQPLPTELNVTSPSKEECGPCTDTAHVSLITPTKRSCGTDSQSENEASPVKRPRLLENTERSEETSRSKQKSRRRCFQCQTKLELVQQELGSCRCGYVFCMLHRLPEQHDCTFDHMGRGREEAIMKMVKLDRKVGRSCQRIGEGCS. Result: 0 (no interaction). (2) The miRNA is hsa-miR-1307-3p with sequence ACUCGGCGUGGCGUCGGUCGUG. The protein sequence of the target gene is MDGRDFGPQRSVHGPPPPLLSGLAMDSHRVGAATAGRLPASGLPGPLPPGKYMAGLNLHPHPGEAFLGSFVASGMGPSASSHGSPVPLPSDLSFRSPTPSNLPMVQLWAAHAHEGFSHLPSGLYPSYLHLNHLEPPSSGSPLLSQLGQPSIFDTQKGQGPGGDGFYLPTAGAPGSLHSHAPSARTPGGGHSSGAPAKGSSSRDGPAKERAGRGGEPPPLFGKKDPRARGEEASGPRGVVDLTQEARAEGRQDRGPPRLAERLSPFLAESKTKNAALQPSVLTMCNGGAGDVGLPALVAEA.... Result: 1 (interaction). (3) The miRNA is hsa-miR-3192-3p with sequence CUCUGAUCGCCCUCUCAGCUC. The protein sequence of the target gene is MRGTRLALLALVLAACGELAPALRCYVCPEPTGVSDCVTIATCTTNETMCKTTLYSREIVYPFQGDSTVTKSCASKCKPSDVDGIGQTLPVSCCNTELCNVDGAPALNSLHCGALTLLPLLSLRL. Result: 0 (no interaction).